From a dataset of Peptide-MHC class II binding affinity with 134,281 pairs from IEDB. Regression. Given a peptide amino acid sequence and an MHC pseudo amino acid sequence, predict their binding affinity value. This is MHC class II binding data. (1) The peptide sequence is ELNNALQNLARTISE. The MHC is DRB5_0101 with pseudo-sequence DRB5_0101. The binding affinity (normalized) is 0.134. (2) The peptide sequence is LTSQFFLPALPVFTWL. The MHC is DRB1_1302 with pseudo-sequence DRB1_1302. The binding affinity (normalized) is 0.338. (3) The peptide sequence is YDQFLANVSTVLTGK. The MHC is DRB1_0404 with pseudo-sequence DRB1_0404. The binding affinity (normalized) is 0.757. (4) The peptide sequence is SERPAIVPPADKYRT. The MHC is DRB5_0101 with pseudo-sequence DRB5_0101. The binding affinity (normalized) is 0.437.